From a dataset of Full USPTO retrosynthesis dataset with 1.9M reactions from patents (1976-2016). Predict the reactants needed to synthesize the given product. (1) The reactants are: [CH3:1][C:2]1[CH:7]=[CH:6][C:5]([C:8]2[CH:13]=[C:12]([O:14][C:15]3[N:20]=[CH:19][CH:18]=[CH:17][N:16]=3)[CH:11]=[C:10]([C:21]([OH:23])=O)[CH:9]=2)=[CH:4][CH:3]=1.Cl.Cl.[CH3:26][C:27]1[N:32]=[CH:31][C:30]([C@H:33]([NH2:35])[CH3:34])=[CH:29][CH:28]=1.F[P-](F)(F)(F)(F)F.C[N+](C)=C(N(C)C)ON1C2N=CC=CC=2N=N1.C(N(CC)C(C)C)(C)C. Given the product [CH3:1][C:2]1[CH:7]=[CH:6][C:5]([C:8]2[CH:13]=[C:12]([O:14][C:15]3[N:20]=[CH:19][CH:18]=[CH:17][N:16]=3)[CH:11]=[C:10]([C:21]([NH:35][C@@H:33]([C:30]3[CH:31]=[N:32][C:27]([CH3:26])=[CH:28][CH:29]=3)[CH3:34])=[O:23])[CH:9]=2)=[CH:4][CH:3]=1, predict the reactants needed to synthesize it. (2) Given the product [Br:35][CH2:22][C:19](=[O:21])[CH2:18][C:15]1[CH:14]=[CH:13][C:12]([CH2:11][CH2:10][C:8]2[N:9]=[C:5]([NH:4][C:1](=[O:3])[CH3:2])[S:6][CH:7]=2)=[CH:17][CH:16]=1, predict the reactants needed to synthesize it. The reactants are: [C:1]([NH:4][C:5]1[S:6][CH:7]=[C:8]([CH2:10][CH2:11][C:12]2[CH:17]=[CH:16][C:15]([CH2:18][C:19]([OH:21])=O)=[CH:14][CH:13]=2)[N:9]=1)(=[O:3])[CH3:2].[C:22](Cl)(=O)C(Cl)=O.C[Si](C=[N+]=[N-])(C)C.[BrH:35].C(=O)([O-])O.[Na+]. (3) Given the product [C:18]([C:7]1[CH:8]=[CH:9][C:4]([CH2:3][C:2]([NH:11][C:12](=[O:17])[C:13]([F:16])([F:14])[F:15])([CH3:1])[CH3:10])=[CH:5][CH:6]=1)(=[O:20])[CH3:19], predict the reactants needed to synthesize it. The reactants are: [CH3:1][C:2]([NH:11][C:12](=[O:17])[C:13]([F:16])([F:15])[F:14])([CH3:10])[CH2:3][C:4]1[CH:9]=[CH:8][CH:7]=[CH:6][CH:5]=1.[C:18](Cl)(=[O:20])[CH3:19].[Cl-].[Al+3].[Cl-].[Cl-].